This data is from Full USPTO retrosynthesis dataset with 1.9M reactions from patents (1976-2016). The task is: Predict the reactants needed to synthesize the given product. (1) The reactants are: [CH3:1][C:2]1[C:10]2[CH2:9][O:8][C:7](=[O:11])[C:6]=2[CH:5]=[CH:4][C:3]=1[CH:12]([CH3:16])[C:13](O)=[O:14].B.C1COCC1. Given the product [OH:14][CH2:13][CH:12]([C:3]1[CH:4]=[CH:5][C:6]2[C:7](=[O:11])[O:8][CH2:9][C:10]=2[C:2]=1[CH3:1])[CH3:16], predict the reactants needed to synthesize it. (2) Given the product [CH3:61][N:55]1[CH2:54][C:53]2[C:57](=[CH:58][CH:59]=[C:51]([C:49]3[S:50][C:46]([C:2]4[CH:3]=[CH:4][C:5]([O:22][C:23]([F:24])([F:26])[F:25])=[C:6]([NH:8][S:9]([C:12]5[CH:17]=[CH:16][CH:15]=[CH:14][N:13]=5)(=[O:11])=[O:10])[CH:7]=4)=[CH:47][CH:48]=3)[CH:52]=2)[C:56]1=[O:60], predict the reactants needed to synthesize it. The reactants are: Br[C:2]1[CH:3]=[CH:4][C:5]([O:22][C:23]([F:26])([F:25])[F:24])=[C:6]([N:8](COCC)[S:9]([C:12]2[CH:17]=[CH:16][CH:15]=[CH:14][N:13]=2)(=[O:11])=[O:10])[CH:7]=1.B1(B2OC(C)(C)C(C)(C)O2)OC(C)(C)C(C)(C)O1.I[C:46]1[S:50][C:49]([C:51]2[CH:52]=[C:53]3[C:57](=[CH:58][CH:59]=2)[C:56](=[O:60])[N:55]([CH3:61])[CH2:54]3)=[CH:48][CH:47]=1.